From a dataset of NCI-60 drug combinations with 297,098 pairs across 59 cell lines. Regression. Given two drug SMILES strings and cell line genomic features, predict the synergy score measuring deviation from expected non-interaction effect. (1) Drug 1: C1=CC(=CC=C1CCCC(=O)O)N(CCCl)CCCl. Drug 2: CCC1(C2=C(COC1=O)C(=O)N3CC4=CC5=C(C=CC(=C5CN(C)C)O)N=C4C3=C2)O.Cl. Cell line: SF-295. Synergy scores: CSS=31.0, Synergy_ZIP=1.26, Synergy_Bliss=2.20, Synergy_Loewe=-3.70, Synergy_HSA=5.61. (2) Drug 1: C1CN1P(=S)(N2CC2)N3CC3. Drug 2: CC1=C(N=C(N=C1N)C(CC(=O)N)NCC(C(=O)N)N)C(=O)NC(C(C2=CN=CN2)OC3C(C(C(C(O3)CO)O)O)OC4C(C(C(C(O4)CO)O)OC(=O)N)O)C(=O)NC(C)C(C(C)C(=O)NC(C(C)O)C(=O)NCCC5=NC(=CS5)C6=NC(=CS6)C(=O)NCCC[S+](C)C)O. Cell line: NCI-H460. Synergy scores: CSS=63.9, Synergy_ZIP=-2.64, Synergy_Bliss=-3.37, Synergy_Loewe=-0.114, Synergy_HSA=2.09. (3) Synergy scores: CSS=2.67, Synergy_ZIP=2.24, Synergy_Bliss=4.07, Synergy_Loewe=0.354, Synergy_HSA=0.693. Drug 2: C1=NC2=C(N=C(N=C2N1C3C(C(C(O3)CO)O)O)F)N. Cell line: SF-268. Drug 1: C1=CC(=CC=C1C#N)C(C2=CC=C(C=C2)C#N)N3C=NC=N3. (4) Drug 1: C1CC(=O)NC(=O)C1N2CC3=C(C2=O)C=CC=C3N. Drug 2: C1CC(C1)(C(=O)O)C(=O)O.[NH2-].[NH2-].[Pt+2]. Cell line: PC-3. Synergy scores: CSS=18.5, Synergy_ZIP=-0.848, Synergy_Bliss=-3.17, Synergy_Loewe=-1.88, Synergy_HSA=1.03. (5) Drug 1: CC1=CC=C(C=C1)C2=CC(=NN2C3=CC=C(C=C3)S(=O)(=O)N)C(F)(F)F. Drug 2: C1=NC(=NC(=O)N1C2C(C(C(O2)CO)O)O)N. Cell line: UACC-257. Synergy scores: CSS=0.528, Synergy_ZIP=0.165, Synergy_Bliss=-0.638, Synergy_Loewe=-6.22, Synergy_HSA=-3.11. (6) Drug 1: CCC1=CC2CC(C3=C(CN(C2)C1)C4=CC=CC=C4N3)(C5=C(C=C6C(=C5)C78CCN9C7C(C=CC9)(C(C(C8N6C)(C(=O)OC)O)OC(=O)C)CC)OC)C(=O)OC.C(C(C(=O)O)O)(C(=O)O)O. Drug 2: CN1C2=C(C=C(C=C2)N(CCCl)CCCl)N=C1CCCC(=O)O.Cl. Cell line: HCT116. Synergy scores: CSS=30.2, Synergy_ZIP=-0.452, Synergy_Bliss=-0.304, Synergy_Loewe=-55.8, Synergy_HSA=-1.75. (7) Drug 1: CCC1=C2CN3C(=CC4=C(C3=O)COC(=O)C4(CC)O)C2=NC5=C1C=C(C=C5)O. Drug 2: C1C(C(OC1N2C=NC3=C2NC=NCC3O)CO)O. Cell line: SF-268. Synergy scores: CSS=36.5, Synergy_ZIP=5.19, Synergy_Bliss=6.60, Synergy_Loewe=-28.6, Synergy_HSA=5.54.